From a dataset of Reaction yield outcomes from USPTO patents with 853,638 reactions. Predict the reaction yield, written as a fraction of the theoretical maximum amount of product (1.0 means a 100% yield; for example, 0.34 means a 34% yield). (1) The reactants are C([N:8]1[C:20]2[CH:19]=[CH:18][CH:17]=[CH:16][C:15]=2[C:14]2[C:9]1=[CH:10][CH:11]=[CH:12][CH:13]=2)C1C=CC=CC=1.[CH3:21][C:22]1[CH:30]=[C:29]([CH3:31])[CH:28]=[C:27]([CH3:32])[C:23]=1[C:24](Cl)=[O:25].[Al+3].[Cl-].[Cl-].[Cl-].[C:37]1([CH3:46])[C:38]([C:43](Cl)=[O:44])=[CH:39][CH:40]=[CH:41][CH:42]=1. The catalyst is C(Cl)Cl. The product is [C:37]1([CH3:46])[CH:42]=[CH:41][CH:40]=[CH:39][C:38]=1[C:43]([C:12]1[CH:11]=[CH:10][C:9]2[NH:8][C:20]3[C:15]([C:14]=2[CH:13]=1)=[CH:16][C:17]([C:24](=[O:25])[C:23]1[C:22]([CH3:21])=[CH:30][C:29]([CH3:31])=[CH:28][C:27]=1[CH3:32])=[CH:18][CH:19]=3)=[O:44]. The yield is 0.530. (2) The reactants are CCN([CH:7]([CH3:9])C)C(C)C.[Li+].[Cl-].[Si:12]([O:19][CH2:20][CH:21]=O)([C:15]([CH3:18])([CH3:17])[CH3:16])([CH3:14])[CH3:13].C([C:25](CC)(P(O)(OC)=O)[C:26]([O-:28])=[O:27])C. The catalyst is CC#N. The product is [Si:12]([O:19][CH2:20]/[CH:21]=[CH:25]/[C:26]([O:28][CH2:7][CH3:9])=[O:27])([C:15]([CH3:16])([CH3:17])[CH3:18])([CH3:13])[CH3:14]. The yield is 0.720. (3) The yield is 0.950. The catalyst is C(Cl)Cl. The reactants are C(OC([N:8]1[CH2:12][CH2:11][N:10]([CH2:13][C:14]2[CH:19]=[CH:18][C:17]([C:20]([N:22]3[CH2:28][C:27]4([CH3:30])[CH2:29][CH:23]3[CH2:24][C:25]([CH3:32])([CH3:31])[CH2:26]4)=[O:21])=[CH:16][CH:15]=2)[S:9]1(=[O:34])=[O:33])=O)(C)(C)C.C(O)(C(F)(F)F)=O. The product is [O:34]=[S:9]1(=[O:33])[NH:8][CH2:12][CH2:11][N:10]1[CH2:13][C:14]1[CH:19]=[CH:18][C:17]([C:20]([N:22]2[CH2:28][C:27]3([CH3:30])[CH2:29][CH:23]2[CH2:24][C:25]([CH3:32])([CH3:31])[CH2:26]3)=[O:21])=[CH:16][CH:15]=1. (4) The reactants are [N:1]1[CH:6]=[CH:5][C:4]([CH:7]=[O:8])=[CH:3][CH:2]=1.[OH-].[K+].[N+:11]([CH2:13][C:14]([N:16]1[CH2:20][CH:19]=[CH:18][CH2:17]1)=[O:15])#[C-:12]. The catalyst is CO. The product is [N:1]1[CH:6]=[CH:5][C:4]([C@@H:7]2[O:8][CH:12]=[N:11][C@H:13]2[C:14]([N:16]2[CH2:20][CH:19]=[CH:18][CH2:17]2)=[O:15])=[CH:3][CH:2]=1. The yield is 0.530. (5) The reactants are [CH3:1][C:2]1[CH:7]=[CH:6][N:5]=[C:4]([NH2:8])[N:3]=1.[Br:9]N1C(=O)CCC1=O.C(Cl)Cl. The catalyst is C(Cl)(Cl)Cl. The product is [Br:9][C:7]1[C:2]([CH3:1])=[N:3][C:4]([NH2:8])=[N:5][CH:6]=1. The yield is 0.990.